From a dataset of Catalyst prediction with 721,799 reactions and 888 catalyst types from USPTO. Predict which catalyst facilitates the given reaction. (1) Product: [F:1][C:2]1[CH:3]=[C:4]([C:8]2[N:9]=[CH:10][C:11]([NH2:14])=[CH:12][CH:13]=2)[CH:5]=[CH:6][CH:7]=1. Reactant: [F:1][C:2]1[CH:3]=[C:4]([C:8]2[CH:13]=[CH:12][C:11]([N+:14]([O-])=O)=[CH:10][N:9]=2)[CH:5]=[CH:6][CH:7]=1.[H][H]. The catalyst class is: 43. (2) Reactant: [CH2:1]([N:8]1[CH:12]=[CH:11][C:10]([C:17]2[CH:22]=[C:21]([Cl:23])[CH:20]=[C:19]([Cl:24])[CH:18]=2)([C:13]([F:16])([F:15])[F:14])[CH2:9]1)[C:2]1[CH:7]=[CH:6][CH:5]=[CH:4][CH:3]=1.[BH4-].[Na+].Cl. Product: [CH2:1]([N:8]1[CH2:12][CH2:11][C:10]([C:17]2[CH:18]=[C:19]([Cl:24])[CH:20]=[C:21]([Cl:23])[CH:22]=2)([C:13]([F:16])([F:15])[F:14])[CH2:9]1)[C:2]1[CH:7]=[CH:6][CH:5]=[CH:4][CH:3]=1. The catalyst class is: 7. (3) Reactant: [O:1]1[CH:5]=[CH:4][C:3]([C:6]2[CH:17]=[CH:16][CH:15]=[C:14]([CH3:18])[C:7]=2[O:8][CH2:9][C:10](OC)=[O:11])=[CH:2]1.[NH2:19][NH2:20]. Product: [O:1]1[CH:5]=[CH:4][C:3]([C:6]2[CH:17]=[CH:16][CH:15]=[C:14]([CH3:18])[C:7]=2[O:8][CH2:9][C:10]([NH:19][NH2:20])=[O:11])=[CH:2]1. The catalyst class is: 14. (4) Reactant: [OH:1][C:2]1[CH:3]=[C:4]([C:12]([O:14][CH3:15])=[O:13])[CH:5]=[C:6]([CH:11]=1)[C:7]([O:9][CH3:10])=[O:8].Br[CH2:17][CH:18]([CH2:21][CH3:22])[CH2:19][CH3:20]. The catalyst class is: 23. Product: [CH2:19]([CH:18]([CH2:21][CH3:22])[CH2:17][O:1][C:2]1[CH:11]=[C:6]([C:7]([O:9][CH3:10])=[O:8])[CH:5]=[C:4]([CH:3]=1)[C:12]([O:14][CH3:15])=[O:13])[CH3:20]. (5) Reactant: [N+:1]([C:4]1[CH:9]=[CH:8][CH:7]=[CH:6][C:5]=1[CH2:10][CH2:11][NH2:12])([O-])=O. Product: [NH2:12][CH2:11][CH2:10][C:5]1[CH:6]=[CH:7][CH:8]=[CH:9][C:4]=1[NH2:1]. The catalyst class is: 29. (6) Reactant: [Li][C:2](C)(C)[CH3:3].[C:6]1([S:12]([N:15]2[C:23]3[C:18](=[CH:19][C:20]([Cl:24])=[CH:21][CH:22]=3)[CH:17]=[CH:16]2)(=[O:14])=[O:13])[CH:11]=[CH:10][CH:9]=[CH:8][CH:7]=1.C(I)C. Product: [C:6]1([S:12]([N:15]2[C:23]3[C:18](=[CH:19][C:20]([Cl:24])=[CH:21][CH:22]=3)[CH:17]=[C:16]2[CH2:2][CH3:3])(=[O:14])=[O:13])[CH:7]=[CH:8][CH:9]=[CH:10][CH:11]=1. The catalyst class is: 1. (7) Reactant: [Br:1][C:2]1[CH:7]=[CH:6][CH:5]=[C:4]([N+:8]([O-:10])=[O:9])[C:3]=1[OH:11].[CH2:12](Br)[C:13]1[CH:18]=[CH:17][CH:16]=[CH:15][CH:14]=1.C(=O)([O-])[O-].[K+].[K+]. Product: [CH2:12]([O:11][C:3]1[C:4]([N+:8]([O-:10])=[O:9])=[CH:5][CH:6]=[CH:7][C:2]=1[Br:1])[C:13]1[CH:18]=[CH:17][CH:16]=[CH:15][CH:14]=1. The catalyst class is: 115.